This data is from Catalyst prediction with 721,799 reactions and 888 catalyst types from USPTO. The task is: Predict which catalyst facilitates the given reaction. (1) Reactant: C([O:3][C:4]([C:6]1[C:15]2[C:10](=[CH:11][CH:12]=[CH:13][C:14]=2[CH2:16][CH3:17])[CH:9]=[CH:8][CH:7]=1)=O)C.[H-].C([Al+]CC(C)C)C(C)C.O.Cl. Product: [CH2:16]([C:14]1[CH:13]=[CH:12][CH:11]=[C:10]2[C:15]=1[C:6]([CH2:4][OH:3])=[CH:7][CH:8]=[CH:9]2)[CH3:17]. The catalyst class is: 1. (2) Reactant: C([O:3][C:4]([C:6]1[NH:7][C:8]([CH3:21])=[C:9]([CH2:11][CH2:12][C:13]2[CH:18]=[CH:17][CH:16]=[C:15]([O:19][CH3:20])[CH:14]=2)[CH:10]=1)=[O:5])C.[OH-].[Na+]. Product: [CH3:20][O:19][C:15]1[CH:14]=[C:13]([CH2:12][CH2:11][C:9]2[CH:10]=[C:6]([C:4]([OH:5])=[O:3])[NH:7][C:8]=2[CH3:21])[CH:18]=[CH:17][CH:16]=1. The catalyst class is: 14. (3) Reactant: S(=C([NH:13]C(=O)[O-])C#CC1C=CC=CC=1)(=O)=O.[N:17](C(OC(C)C)=O)=[N:18]C(OC(C)C)=O.[CH3:31][O:32][C:33]1[CH:38]=[CH:37][C:36]([C:39]2[CH:44]=[CH:43][C:42]([S:45]([NH:48][C:49](=O)OC(C)(C)C)(=[O:47])=[O:46])=[CH:41][CH:40]=2)=[CH:35][CH:34]=1.[C:56]1([C:62]#[C:63]CO)[CH:61]=[CH:60][CH:59]=[CH:58][CH:57]=1.C1C=CC(P(C2C=CC=CC=2)C2C=CC=CC=2)=CC=1. Product: [CH3:31][O:32][C:33]1[CH:34]=[CH:35][C:36]([C:39]2[CH:40]=[CH:41][C:42]([S:45]([NH:48][CH2:49][C:63]3[NH:18][N:17]=[N:13][C:62]=3[C:56]3[CH:61]=[CH:60][CH:59]=[CH:58][CH:57]=3)(=[O:46])=[O:47])=[CH:43][CH:44]=2)=[CH:37][CH:38]=1. The catalyst class is: 1. (4) Reactant: [OH:1][C:2]1[CH:3]=[C:4]([C:8]2[CH:13]=[CH:12][CH:11]=[CH:10][C:9]=2[CH2:14][NH:15][C:16]2[N:21]=[C:20]([CH3:22])[C:19]([C:23]([OH:25])=O)=[C:18]([CH3:26])[N:17]=2)[CH:5]=[CH:6][CH:7]=1.CC(OC([NH:34][CH2:35][C@H:36]([NH2:41])[C:37]([O:39][CH3:40])=[O:38])=O)(C)C.[ClH:42].C(N(CC)CC)C.C1C=CC2N(O)N=NC=2C=1.CN(C(ON1N=NC2C=CC=CC1=2)=[N+](C)C)C.F[P-](F)(F)(F)(F)F. Product: [ClH:42].[CH3:40][O:39][C:37](=[O:38])[C@@H:36]([NH:41][C:23]([C:19]1[C:20]([CH3:22])=[N:21][C:16]([NH:15][CH2:14][C:9]2[CH:10]=[CH:11][CH:12]=[CH:13][C:8]=2[C:4]2[CH:5]=[CH:6][CH:7]=[C:2]([OH:1])[CH:3]=2)=[N:17][C:18]=1[CH3:26])=[O:25])[CH2:35][NH2:34]. The catalyst class is: 3. (5) Reactant: [H-].[Al+3].[Li+].[H-].[H-].[H-].[CH:7]1([C:10]2[C:19]3[CH2:18][N:17]([C:20]4[CH:29]=[C:28]5[C:23]([CH2:24][CH2:25][CH:26]([C:30]6[C:35]([F:36])=[CH:34][CH:33]=[CH:32][N:31]=6)[O:27]5)=[CH:22][C:21]=4[CH3:37])[C:16](=[O:38])[NH:15][C:14]=3[CH:13]=[C:12]([N:39]3[CH:43]=[C:42]([C:44](OCC)=[O:45])[CH:41]=[N:40]3)[N:11]=2)[CH2:9][CH2:8]1.O.O.O.O.O.O.O.O.O.O.S([O-])([O-])(=O)=O.[Na+].[Na+]. Product: [CH:7]1([C:10]2[C:19]3[CH2:18][N:17]([C:20]4[CH:29]=[C:28]5[C:23]([CH2:24][CH2:25][CH:26]([C:30]6[C:35]([F:36])=[CH:34][CH:33]=[CH:32][N:31]=6)[O:27]5)=[CH:22][C:21]=4[CH3:37])[C:16](=[O:38])[NH:15][C:14]=3[CH:13]=[C:12]([N:39]3[CH:43]=[C:42]([CH2:44][OH:45])[CH:41]=[N:40]3)[N:11]=2)[CH2:8][CH2:9]1. The catalyst class is: 1. (6) Reactant: C([SiH](CC)CC)C.FC(F)(F)C(O)=O.[CH3:15][O:16][C:17]([C:19]1[S:20][C:21]([CH:24]([C:26]2[N:27]([S:40]([C:43]3[CH:48]=[CH:47][CH:46]=[C:45]([C:49]([CH3:52])([CH3:51])[CH3:50])[CH:44]=3)(=[O:42])=[O:41])[C:28]3[C:33]([C:34]=2[CH3:35])=[CH:32][C:31]([C:36]([F:39])([F:38])[F:37])=[CH:30][CH:29]=3)O)=[CH:22][CH:23]=1)=[O:18]. Product: [CH3:15][O:16][C:17]([C:19]1[S:20][C:21]([CH2:24][C:26]2[N:27]([S:40]([C:43]3[CH:48]=[CH:47][CH:46]=[C:45]([C:49]([CH3:52])([CH3:51])[CH3:50])[CH:44]=3)(=[O:41])=[O:42])[C:28]3[C:33]([C:34]=2[CH3:35])=[CH:32][C:31]([C:36]([F:38])([F:39])[F:37])=[CH:30][CH:29]=3)=[CH:22][CH:23]=1)=[O:18]. The catalyst class is: 4. (7) The catalyst class is: 2. Product: [Cl:8][C:9]1[CH:10]=[C:11]([N:16]2[CH2:31][CH2:30][N:20]([CH2:21][CH2:22][CH2:23][N:24]3[CH2:29][CH2:28][CH2:27][CH2:26][CH2:25]3)[C:18](=[O:19])[CH:17]2[CH3:36])[CH:12]=[CH:13][C:14]=1[Cl:15]. Reactant: FC(F)(F)C(O)=O.[Cl:8][C:9]1[CH:10]=[C:11]([NH:16][CH:17]([CH3:36])[C:18]([N:20]([CH2:30][CH:31](OC)OC)[CH2:21][CH2:22][CH2:23][N:24]2[CH2:29][CH2:28][CH2:27][CH2:26][CH2:25]2)=[O:19])[CH:12]=[CH:13][C:14]=1[Cl:15].C([SiH](CC)CC)C.C(N(CC)CC)C.